Task: Predict which catalyst facilitates the given reaction.. Dataset: Catalyst prediction with 721,799 reactions and 888 catalyst types from USPTO (1) Reactant: [Cl:1][C:2]1[CH:3]=[C:4]2[C:8](=[C:9]([Cl:11])[CH:10]=1)[N:7]([C:12]1[C:17](I)=[C:16]([NH:19][CH:20]([CH2:23][CH3:24])[CH2:21][CH3:22])[N:15]=[C:14]([CH3:25])[N:13]=1)[CH2:6][CH2:5]2.[C:26]([Cu])#[N:27].[C-]#N.[Na+].[NH4+].[Cl-].[NH4+].[OH-]. Product: [C:26]([C:17]1[C:12]([N:7]2[C:8]3[C:4](=[CH:3][C:2]([Cl:1])=[CH:10][C:9]=3[Cl:11])[CH2:5][CH2:6]2)=[N:13][C:14]([CH3:25])=[N:15][C:16]=1[NH:19][CH:20]([CH2:23][CH3:24])[CH2:21][CH3:22])#[N:27]. The catalyst class is: 3. (2) Reactant: [Br:1][C:2]1[CH:3]=[C:4](F)[C:5]([CH2:8][C:9]([O:11][CH2:12][CH3:13])=[O:10])=[N:6][CH:7]=1.[H-].[Na+].[N:17]([CH2:20][C:21]1[CH:26]=[CH:25][C:24]([O:27][CH3:28])=[CH:23][CH:22]=1)=[C:18]=[S:19].O. Product: [Br:1][C:2]1[CH:3]=[C:4]2[S:19][C:18]([NH:17][CH2:20][C:21]3[CH:26]=[CH:25][C:24]([O:27][CH3:28])=[CH:23][CH:22]=3)=[C:8]([C:9]([O:11][CH2:12][CH3:13])=[O:10])[C:5]2=[N:6][CH:7]=1. The catalyst class is: 16. (3) Reactant: [Cl:1][C:2]1[C:7]2[C:8]([CH:11]3[CH2:13][CH2:12]3)=[N:9][O:10][C:6]=2[CH:5]=[C:4]([OH:14])[CH:3]=1.N1C=CC=CC=1.[O:21](S(C(F)(F)F)(=O)=O)[S:22]([C:25]([F:28])([F:27])[F:26])(=O)=[O:23]. Product: [F:26][C:25]([F:28])([F:27])[S:22]([O:14][C:4]1[CH:3]=[C:2]([Cl:1])[C:7]2[C:8]([CH:11]3[CH2:12][CH2:13]3)=[N:9][O:10][C:6]=2[CH:5]=1)(=[O:23])=[O:21]. The catalyst class is: 2. (4) Reactant: [Si:1]([O:8][C@@H:9]1[C@H:13]([CH2:14][O:15][Si:16]([C:19]([CH3:22])([CH3:21])[CH3:20])([CH3:18])[CH3:17])[CH2:12][C@@H:11]([O:23][C:24]2[CH:29]=[C:28](Cl)[N:27]=[CH:26][N:25]=2)[CH2:10]1)([C:4]([CH3:7])([CH3:6])[CH3:5])([CH3:3])[CH3:2].C(=O)([O-])[O-].[Na+].[Na+]. Product: [Si:1]([O:8][C@@H:9]1[C@H:13]([CH2:14][O:15][Si:16]([C:19]([CH3:20])([CH3:21])[CH3:22])([CH3:18])[CH3:17])[CH2:12][C@@H:11]([O:23][C:24]2[CH:29]=[CH:28][N:27]=[CH:26][N:25]=2)[CH2:10]1)([C:4]([CH3:5])([CH3:6])[CH3:7])([CH3:2])[CH3:3]. The catalyst class is: 19. (5) Reactant: [CH:1]([NH:4][C:5]([C:7]1[C:15]2[C:10](=[N:11][CH:12]=[C:13]([NH:16][C:17]3[CH:22]=[CH:21][C:20]([CH3:23])=[CH:19][N:18]=3)[N:14]=2)[N:9](COCC[Si](C)(C)C)[CH:8]=1)=[O:6])([CH3:3])[CH3:2].FC(F)(F)C(O)=O.CO.[OH-].[NH4+]. Product: [CH:1]([NH:4][C:5]([C:7]1[C:15]2[C:10](=[N:11][CH:12]=[C:13]([NH:16][C:17]3[CH:22]=[CH:21][C:20]([CH3:23])=[CH:19][N:18]=3)[N:14]=2)[NH:9][CH:8]=1)=[O:6])([CH3:3])[CH3:2]. The catalyst class is: 4. (6) Reactant: [F:1][C:2]1[CH:7]=[CH:6][CH:5]=[CH:4][C:3]=1[C@H:8]([O:10][C:11](=[O:27])[NH:12][C:13]1[C:14]([CH3:26])=[N:15][O:16][C:17]=1[C:18]1[CH:23]=[CH:22][C:21]([C:24]#[N:25])=[CH:20][CH:19]=1)[CH3:9].C[Si]([N:32]=[N+:33]=[N-:34])(C)C.C([Sn](=O)CCCC)CCC. The catalyst class is: 11. Product: [F:1][C:2]1[CH:7]=[CH:6][CH:5]=[CH:4][C:3]=1[C@H:8]([O:10][C:11](=[O:27])[NH:12][C:13]1[C:14]([CH3:26])=[N:15][O:16][C:17]=1[C:18]1[CH:19]=[CH:20][C:21]([C:24]2[N:32]=[N:33][NH:34][N:25]=2)=[CH:22][CH:23]=1)[CH3:9]. (7) Reactant: [NH2:1][C:2]1[C:7]([N+:8]([O-])=O)=[C:6]([Cl:11])[N:5]=[C:4]([Cl:12])[N:3]=1.[H][H].O. The catalyst class is: 94. Product: [NH2:1][C:2]1[C:7]([NH2:8])=[C:6]([Cl:11])[N:5]=[C:4]([Cl:12])[N:3]=1. (8) The catalyst class is: 8. Product: [ClH:1].[ClH:1].[C:2]1([C:8]2[N:9]=[C:10]3[N:19]4[C:14]([CH2:15][N:16]([CH2:20][CH2:21][CH2:22][CH2:23][CH2:24][NH:25][S:26]([C:29]([F:30])([F:31])[F:32])(=[O:28])=[O:27])[CH2:17][C:18]=24)=[CH:13][CH:12]=[CH:11]3)[CH:7]=[CH:6][CH:5]=[CH:4][CH:3]=1. Reactant: [ClH:1].[C:2]1([C:8]2[N:9]=[C:10]3[N:19]4[C:14]([CH2:15][N:16]([CH2:20][CH2:21][CH2:22][CH2:23][CH2:24][NH:25][S:26]([C:29]([F:32])([F:31])[F:30])(=[O:28])=[O:27])[CH2:17][C:18]=24)=[CH:13][CH:12]=[CH:11]3)[CH:7]=[CH:6][CH:5]=[CH:4][CH:3]=1. (9) Reactant: [CH3:1][C:2]1[CH:3]=[CH:4][CH:5]=[C:6]2[C:10]=1[NH:9][CH2:8][CH2:7]2.O=[CH:12][C:13]1[CH:21]=[CH:20][C:17]([O:18][CH3:19])=[C:15]([OH:16])[CH:14]=1.C(O[BH-](OC(=O)C)OC(=O)C)(=O)C.[Na+]. Product: [CH3:19][O:18][C:17]1[CH:20]=[CH:21][C:13]([CH2:12][N:9]2[C:10]3[C:6](=[CH:5][CH:4]=[CH:3][C:2]=3[CH3:1])[CH2:7][CH2:8]2)=[CH:14][C:15]=1[OH:16]. The catalyst class is: 4.